Task: Regression. Given two drug SMILES strings and cell line genomic features, predict the synergy score measuring deviation from expected non-interaction effect.. Dataset: NCI-60 drug combinations with 297,098 pairs across 59 cell lines Drug 1: C1CN1C2=NC(=NC(=N2)N3CC3)N4CC4. Drug 2: C1CC(=O)NC(=O)C1N2CC3=C(C2=O)C=CC=C3N. Cell line: CCRF-CEM. Synergy scores: CSS=46.7, Synergy_ZIP=-0.893, Synergy_Bliss=-4.47, Synergy_Loewe=-23.8, Synergy_HSA=-6.90.